The task is: Predict the product of the given reaction.. This data is from Forward reaction prediction with 1.9M reactions from USPTO patents (1976-2016). (1) Given the reactants [CH:1]([C:3]1[S:7][C:6]([NH:8][CH2:9][CH2:10][CH2:11][NH:12][C:13](=[O:46])[C@H:14]([CH3:45])[NH:15][C:16](=[O:44])[C@H:17]([CH3:43])[NH:18][C:19](=[O:42])[C@H:20]([CH3:41])[NH:21][C:22](=[O:40])[C@@H:23]([NH:32]C(=O)OC(C)(C)C)[CH2:24][C:25]2[CH:30]=[CH:29][C:28]([OH:31])=[CH:27][CH:26]=2)=[N:5][CH:4]=1)=[O:2].C(O)(C(F)(F)F)=O, predict the reaction product. The product is: [NH2:32][C@@H:23]([CH2:24][C:25]1[CH:26]=[CH:27][C:28]([OH:31])=[CH:29][CH:30]=1)[C:22]([NH:21][C@@H:20]([CH3:41])[C:19]([NH:18][C@@H:17]([CH3:43])[C:16]([NH:15][C@@H:14]([CH3:45])[C:13]([NH:12][CH2:11][CH2:10][CH2:9][NH:8][C:6]1[S:7][C:3]([CH:1]=[O:2])=[CH:4][N:5]=1)=[O:46])=[O:44])=[O:42])=[O:40]. (2) Given the reactants Cl.[NH2:2][C@@H:3]1[CH2:8][CH2:7][C@H:6]([NH:9][C:10]([C:12]2[C:16]3=[N:17][CH:18]=[CH:19][C:20]([C:21]4[CH:26]=[CH:25][C:24]([O:27][CH3:28])=[CH:23][C:22]=4[O:29][CH2:30][CH:31]4[CH2:33][CH2:32]4)=[C:15]3[NH:14][C:13]=2[CH3:34])=[O:11])[CH2:5][CH2:4]1.[CH3:35][O:36][CH2:37][C:38](Cl)=[O:39], predict the reaction product. The product is: [CH:31]1([CH2:30][O:29][C:22]2[CH:23]=[C:24]([O:27][CH3:28])[CH:25]=[CH:26][C:21]=2[C:20]2[CH:19]=[CH:18][N:17]=[C:16]3[C:12]([C:10]([NH:9][C@H:6]4[CH2:7][CH2:8][C@@H:3]([NH:2][C:38](=[O:39])[CH2:37][O:36][CH3:35])[CH2:4][CH2:5]4)=[O:11])=[C:13]([CH3:34])[NH:14][C:15]=23)[CH2:32][CH2:33]1. (3) Given the reactants Cl[CH2:2][C:3]1[CH:4]=[C:5]([CH:41]=[CH:42][CH:43]=1)[C:6]([NH:8][C:9]1[CH:14]=[CH:13][C:12]([N:15]2[CH2:20][CH2:19][CH2:18][CH2:17][CH2:16]2)=[CH:11][C:10]=1[C:21]1[CH:22]=[C:23]([CH:38]=[CH:39][N:40]=1)[C:24]([NH:26][CH2:27][C:28]1[CH:33]=[CH:32][CH:31]=[C:30]([C:34]([F:37])([F:36])[F:35])[CH:29]=1)=[O:25])=[O:7].[CH3:44][O:45][CH2:46][CH2:47][NH:48][C:49]([C@H:51]1[CH2:56][CH2:55][CH2:54][NH:53][CH2:52]1)=[O:50].C([O-])([O-])=O.[K+].[K+], predict the reaction product. The product is: [CH3:44][O:45][CH2:46][CH2:47][NH:48][C:49]([C@H:51]1[CH2:56][CH2:55][CH2:54][N:53]([CH2:2][C:3]2[CH:4]=[C:5]([CH:41]=[CH:42][CH:43]=2)[C:6]([NH:8][C:9]2[CH:14]=[CH:13][C:12]([N:15]3[CH2:20][CH2:19][CH2:18][CH2:17][CH2:16]3)=[CH:11][C:10]=2[C:21]2[CH:22]=[C:23]([CH:38]=[CH:39][N:40]=2)[C:24]([NH:26][CH2:27][C:28]2[CH:33]=[CH:32][CH:31]=[C:30]([C:34]([F:37])([F:36])[F:35])[CH:29]=2)=[O:25])=[O:7])[CH2:52]1)=[O:50]. (4) Given the reactants [NH2:1][C:2]1[CH:3]=[C:4]([OH:10])[CH:5]=[C:6]([O:8][CH3:9])[CH:7]=1.[C:11](=O)([O-])[O-].[Cs+].[Cs+].BrC[CH2:19][CH2:20][OH:21].C(=O)(O)[O-].[Na+], predict the reaction product. The product is: [NH2:1][C:2]1[CH:7]=[C:6]([CH:5]=[C:4]([O:10][CH3:11])[CH:3]=1)[O:8][CH2:9][CH2:19][CH2:20][OH:21]. (5) Given the reactants [Cl:1][C:2]1[CH:15]=[CH:14][CH:13]=[C:12]([CH3:16])[C:3]=1[CH2:4][NH:5][C:6]1[S:7][CH2:8][C:9](=[O:11])[N:10]=1.[N:17]1[C:26]2[C:21](=[N:22][C:23]([CH:27]=O)=[CH:24][CH:25]=2)[CH:20]=[CH:19][CH:18]=1.C(O)(=O)C1C=CC=CC=1.N1CCCCC1, predict the reaction product. The product is: [Cl:1][C:2]1[CH:15]=[CH:14][CH:13]=[C:12]([CH3:16])[C:3]=1[CH2:4][NH:5][C:6]1[S:7][C:8](=[CH:27][C:23]2[CH:24]=[CH:25][C:26]3[C:21](=[CH:20][CH:19]=[CH:18][N:17]=3)[N:22]=2)[C:9](=[O:11])[N:10]=1. (6) Given the reactants [Cl:1][C:2]1[C:3]([C:12]2[CH:17]=[C:16]([OH:18])[C:15]([Cl:19])=[CH:14][C:13]=2[F:20])=[N:4][N:5]([CH3:11])[C:6]=1[O:7][CH:8]([F:10])[F:9], predict the reaction product. The product is: [Cl:1][C:2]1[C:3]([C:12]2[C:17]3[NH:5][C:6](=[O:7])[CH:2]([CH3:3])[O:18][C:16]=3[C:15]([Cl:19])=[CH:14][C:13]=2[F:20])=[N:4][N:5]([CH3:11])[C:6]=1[O:7][CH:8]([F:9])[F:10]. (7) Given the reactants [F:1][C:2]1[CH:7]=[CH:6][C:5]([C:8]2[C:12]3[N:13]=[CH:14][N:15]([CH2:18][C:19]4([OH:32])[CH2:24][CH2:23][N:22](C(OC(C)(C)C)=O)[CH2:21][CH2:20]4)[C:16](=[O:17])[C:11]=3[S:10][CH:9]=2)=[CH:4][CH:3]=1.[ClH:33], predict the reaction product. The product is: [ClH:33].[F:1][C:2]1[CH:3]=[CH:4][C:5]([C:8]2[C:12]3[N:13]=[CH:14][N:15]([CH2:18][C:19]4([OH:32])[CH2:24][CH2:23][NH:22][CH2:21][CH2:20]4)[C:16](=[O:17])[C:11]=3[S:10][CH:9]=2)=[CH:6][CH:7]=1. (8) The product is: [N:5]1([CH2:3][CH2:2][C:1]#[N:4])[CH2:9][CH2:8][CH2:7][CH2:6]1. Given the reactants [C:1](#[N:4])[CH:2]=[CH2:3].[NH:5]1[CH2:9][CH2:8][CH2:7][CH2:6]1, predict the reaction product. (9) Given the reactants [H-].[H-].[H-].[H-].[Li+].[Al+3].[N+:7]([CH2:10][CH2:11][CH3:12])([O-:9])=[O:8].[CH:13](=[O:20])[C:14]1[CH:19]=[CH:18][CH:17]=[N:16][CH:15]=1, predict the reaction product. The product is: [N+:7]([CH:10]([CH2:11][CH3:12])[CH:13]([C:14]1[CH:15]=[N:16][CH:17]=[CH:18][CH:19]=1)[OH:20])([O-:9])=[O:8].